Dataset: Forward reaction prediction with 1.9M reactions from USPTO patents (1976-2016). Task: Predict the product of the given reaction. (1) Given the reactants [CH3:1][O:2][C:3](=[O:24])[CH:4]([C:9]1[NH:10][C:11]2[C:16]([C:17]=1[CH2:18][CH2:19][N:20]=[N+:21]=[N-:22])=[C:15]([Cl:23])[CH:14]=[CH:13][CH:12]=2)[C:5]([O:7][CH3:8])=[O:6].[CH3:25][O-].[Na+].CI, predict the reaction product. The product is: [CH3:1][O:2][C:3](=[O:24])[C:4]([C:9]1[NH:10][C:11]2[C:16]([C:17]=1[CH2:18][CH2:19][N:20]=[N+:21]=[N-:22])=[C:15]([Cl:23])[CH:14]=[CH:13][CH:12]=2)([CH3:25])[C:5]([O:7][CH3:8])=[O:6]. (2) Given the reactants [F:1][C:2]([F:11])([F:10])[C:3]1[CH:9]=[CH:8][C:6]([NH2:7])=[CH:5][CH:4]=1.[C:12]([C:24]1[CH:31]=[CH:30][C:27]([CH:28]=O)=[CH:26][CH:25]=1)#[C:13][CH2:14][CH2:15][CH2:16][CH2:17][CH2:18][CH2:19][CH2:20][CH2:21][CH2:22][CH3:23], predict the reaction product. The product is: [C:12]([C:24]1[CH:31]=[CH:30][C:27]([CH2:28][NH:7][C:6]2[CH:8]=[CH:9][C:3]([C:2]([F:10])([F:11])[F:1])=[CH:4][CH:5]=2)=[CH:26][CH:25]=1)#[C:13][CH2:14][CH2:15][CH2:16][CH2:17][CH2:18][CH2:19][CH2:20][CH2:21][CH2:22][CH3:23]. (3) Given the reactants S(Cl)([Cl:3])=O.[CH:5]1([CH2:8][OH:9])[CH2:7][CH2:6]1.[NH2:10][C@H:11]([C:13](O)=[O:14])[CH3:12], predict the reaction product. The product is: [ClH:3].[CH:5]1([CH2:8][O:9][C:13](=[O:14])[C@H:11]([CH3:12])[NH2:10])[CH2:7][CH2:6]1. (4) Given the reactants BrC1C=C(S(NC2C(O)=CC(Cl)=CN=2)(=O)=O)C=NC=1.C[O:21][C:22]1[C:23]([NH:28][S:29]([C:32]2[CH:33]=[N:34][C:35]([C:38]([F:41])([F:40])[F:39])=[CH:36][CH:37]=2)(=[O:31])=[O:30])=[N:24][CH:25]=[CH:26][CH:27]=1.BrC1C=C(S(NC2C(OC)=CC(Cl)=CN=2)(=O)=O)C=NC=1, predict the reaction product. The product is: [OH:21][C:22]1[C:23]([NH:28][S:29]([C:32]2[CH:33]=[N:34][C:35]([C:38]([F:41])([F:40])[F:39])=[CH:36][CH:37]=2)(=[O:31])=[O:30])=[N:24][CH:25]=[CH:26][CH:27]=1. (5) Given the reactants [O:1]=[S:2]1(=[O:35])[C:6]2[CH:7]=[CH:8][CH:9]=[CH:10][C:5]=2[C:4](=[O:11])[N:3]1[C:12]1[CH:13]=[C:14]([CH:31]=[CH:32][C:33]=1[CH3:34])[C:15]([N:17]1[CH2:22][CH2:21][CH:20]([C:23]2[CH:30]=[CH:29][C:26]([C:27]#[N:28])=[CH:25][CH:24]=2)[CH2:19][CH2:18]1)=[O:16].[CH3:36][O:37][C:38]1[CH:45]=[C:44]([O:46][CH3:47])[CH:43]=[CH:42][C:39]=1[CH2:40][NH2:41], predict the reaction product. The product is: [C:27]([C:26]1[CH:29]=[CH:30][C:23]([CH:20]2[CH2:21][CH2:22][N:17]([C:15]([C:14]3[CH:31]=[CH:32][C:33]([CH3:34])=[C:12]([NH:3][S:2]([C:6]4[CH:7]=[CH:8][CH:9]=[CH:10][C:5]=4[C:4]([NH:41][CH2:40][C:39]4[CH:42]=[CH:43][C:44]([O:46][CH3:47])=[CH:45][C:38]=4[O:37][CH3:36])=[O:11])(=[O:35])=[O:1])[CH:13]=3)=[O:16])[CH2:18][CH2:19]2)=[CH:24][CH:25]=1)#[N:28]. (6) Given the reactants [Cl:1][C:2]1[CH:7]=[CH:6][C:5]([CH2:8][C:9](=O)[CH2:10][CH:11]([CH3:13])[CH3:12])=[CH:4][C:3]=1[O:15][CH2:16][CH2:17][O:18][CH3:19].C([O-])(=O)C.[NH4+].[BH3-]C#[N:27].[Na+].[OH-].[Na+], predict the reaction product. The product is: [Cl:1][C:2]1[CH:7]=[CH:6][C:5]([CH2:8][CH:9]([NH2:27])[CH2:10][CH:11]([CH3:13])[CH3:12])=[CH:4][C:3]=1[O:15][CH2:16][CH2:17][O:18][CH3:19]. (7) Given the reactants [CH2:1]([N:8]1[C:13](=[O:14])[CH:12]=[C:11]2[S:15][CH:16]=[CH:17][N:10]2[C:9]1=[O:18])[C:2]1[CH:7]=[CH:6][CH:5]=[CH:4][CH:3]=1.C[Si](C)(C)N[Si](C)(C)C.[Li].[CH:29](=[O:38])[CH2:30][CH2:31][C:32]1[CH:37]=[CH:36][CH:35]=[CH:34][CH:33]=1, predict the reaction product. The product is: [CH2:1]([N:8]1[C:13](=[O:14])[CH:12]=[C:11]2[S:15][C:16]([CH:29]([OH:38])[CH2:30][CH2:31][C:32]3[CH:37]=[CH:36][CH:35]=[CH:34][CH:33]=3)=[CH:17][N:10]2[C:9]1=[O:18])[C:2]1[CH:3]=[CH:4][CH:5]=[CH:6][CH:7]=1. (8) Given the reactants [OH:1][CH2:2][CH2:3][N:4]([CH2:17][C:18]([F:21])([F:20])[F:19])[C:5]1[CH:12]=[CH:11][C:8]([C:9]#[N:10])=[C:7]([C:13]([F:16])([F:15])[F:14])[CH:6]=1.C[C:23]1[CH:30]=[C:29](O)[CH:28]=[CH:27][C:24]=1[CH:25]=[O:26], predict the reaction product. The product is: [CH:25]([C:24]1[CH:27]=[CH:28][C:29]([O:1][CH2:2][CH2:3][N:4]([CH2:17][C:18]([F:19])([F:20])[F:21])[C:5]2[CH:12]=[CH:11][C:8]([C:9]#[N:10])=[C:7]([C:13]([F:15])([F:16])[F:14])[CH:6]=2)=[CH:30][CH:23]=1)=[O:26]. (9) Given the reactants Br[C:2]([CH3:23])([CH3:22])[C:3]([C:5]1[CH:10]=[CH:9][C:8]([CH:11]([C:16]2[CH:21]=[CH:20][CH:19]=[CH:18][CH:17]=2)[CH2:12][C:13]([O-:15])=[O:14])=[CH:7][CH:6]=1)=[O:4].[OH-:24].[Na+].O, predict the reaction product. The product is: [OH:24][C:2]([CH3:23])([CH3:22])[C:3]([C:5]1[CH:10]=[CH:9][C:8]([CH:11]([C:16]2[CH:21]=[CH:20][CH:19]=[CH:18][CH:17]=2)[CH2:12][C:13]([OH:15])=[O:14])=[CH:7][CH:6]=1)=[O:4]. (10) Given the reactants [Cl:1][C:2]1[N:7]=[C:6]([Cl:8])[CH:5]=[CH:4][N:3]=1.[CH3:9][C:10]([CH3:13])([O-:12])[CH3:11].[K+].C(OCC)(=O)C, predict the reaction product. The product is: [C:10]([O:12][C:2]1[N:7]=[C:6]([Cl:8])[CH:5]=[CH:4][N:3]=1)([CH3:13])([CH3:11])[CH3:9].[C:10]([O:12][C:6]1[CH:5]=[CH:4][N:3]=[C:2]([Cl:1])[N:7]=1)([CH3:13])([CH3:11])[CH3:9].